This data is from Forward reaction prediction with 1.9M reactions from USPTO patents (1976-2016). The task is: Predict the product of the given reaction. Given the reactants [F:1][C:2]1[CH:3]=[C:4]([CH:6]=[C:7]([F:9])[CH:8]=1)[NH2:5].C([O-])([O-])=O.[Cs+].[Cs+].Cl[C:17]1[CH:22]=[C:21]([N:23]([CH:31]2[CH2:33][CH2:32]2)C(=O)OC(C)(C)C)[N:20]2[N:34]=[CH:35][C:36]([CH:37]=[O:38])=[C:19]2[N:18]=1.C1C=CC(P(C2C(C3C(P(C4C=CC=CC=4)C4C=CC=CC=4)=CC=C4C=3C=CC=C4)=C3C(C=CC=C3)=CC=2)C2C=CC=CC=2)=CC=1, predict the reaction product. The product is: [CH:31]1([NH:23][C:21]2[N:20]3[N:34]=[CH:35][C:36]([CH:37]=[O:38])=[C:19]3[N:18]=[C:17]([NH:5][C:4]3[CH:3]=[C:2]([F:1])[CH:8]=[C:7]([F:9])[CH:6]=3)[CH:22]=2)[CH2:32][CH2:33]1.